This data is from Forward reaction prediction with 1.9M reactions from USPTO patents (1976-2016). The task is: Predict the product of the given reaction. (1) Given the reactants Br[C:2]1[CH:3]=[C:4]([N+:9]([O-:11])=[O:10])[CH:5]=[CH:6][C:7]=1[CH3:8].ClC1C=CC(NC2N(C)C3C=CC(O[C:31]4C=CN=[C:33]([C:37](NC)=[O:38])[CH:32]=4)=CC=3N=2)=CC=1[N+]([O-])=O.C(N(C(C)C)CC)(C)C, predict the reaction product. The product is: [CH3:8][C:7]1[CH:6]=[CH:5][C:4]([N+:9]([O-:11])=[O:10])=[CH:3][C:2]=1[C:33]1[CH:32]=[CH:31][O:38][CH:37]=1. (2) Given the reactants Br[C:2]1[CH:3]=[C:4]([F:10])[C:5]([CH2:8][OH:9])=[N:6][CH:7]=1.[F:11][C:12]1[CH:17]=[CH:16][C:15]([O:18][CH3:19])=[CH:14][C:13]=1B(O)O, predict the reaction product. The product is: [F:10][C:4]1[C:5]([CH2:8][OH:9])=[N:6][CH:7]=[C:2]([C:13]2[CH:14]=[C:15]([O:18][CH3:19])[CH:16]=[CH:17][C:12]=2[F:11])[CH:3]=1. (3) Given the reactants [CH:1]1[C:13]2[CH:12]([CH2:14][O:15][C:16](=[O:33])[NH:17][CH2:18][C:19]3[CH:24]=[CH:23][CH:22]=[CH:21][C:20]=3[C:25]3[CH:30]=[CH:29][C:28](C=O)=[CH:27][CH:26]=3)[C:11]3[C:6](=[CH:7][CH:8]=[CH:9][CH:10]=3)[C:5]=2[CH:4]=[CH:3][CH:2]=1.O.C1(C)C=CC(S(O)(=O)=O)=CC=1.[CH:46]([O:51][CH3:52])([O:49][CH3:50])OC, predict the reaction product. The product is: [CH:10]1[C:11]2[CH:12]([CH2:14][O:15][C:16](=[O:33])[NH:17][CH2:18][C:19]3[CH:24]=[CH:23][CH:22]=[CH:21][C:20]=3[C:25]3[CH:26]=[CH:27][C:28]([CH:46]([O:49][CH3:50])[O:51][CH3:52])=[CH:29][CH:30]=3)[C:13]3[C:5](=[CH:4][CH:3]=[CH:2][CH:1]=3)[C:6]=2[CH:7]=[CH:8][CH:9]=1. (4) Given the reactants [CH3:1][C:2]([CH3:21])([CH3:20])[CH2:3][N:4]([CH2:17][CH:18]=[CH2:19])[C:5]1[CH:12]=[CH:11][C:8]([C:9]#[N:10])=[C:7]([C:13]([F:16])([F:15])[F:14])[CH:6]=1.C[N+]1([O-])CC[O:26]CC1.S(=O)(O)[O-].[Na+].[OH2:35], predict the reaction product. The product is: [OH:35][CH:18]([CH2:19][OH:26])[CH2:17][N:4]([CH2:3][C:2]([CH3:21])([CH3:20])[CH3:1])[C:5]1[CH:12]=[CH:11][C:8]([C:9]#[N:10])=[C:7]([C:13]([F:14])([F:15])[F:16])[CH:6]=1. (5) Given the reactants [C:1]([C:3]1[N:7]([CH3:8])[C:6]([C:9]([NH2:11])=[O:10])=[N:5][CH:4]=1)#[CH:2].[CH3:12][N:13]([CH3:41])[C@@H:14]1[CH2:18][CH2:17][N:16]([CH2:19][C:20]2[CH:25]=[CH:24][C:23]([NH:26][C:27](=[O:36])[C:28]3[CH:33]=[CH:32][C:31]([CH3:34])=[C:30](I)[CH:29]=3)=[CH:22][C:21]=2[C:37]([F:40])([F:39])[F:38])[CH2:15]1, predict the reaction product. The product is: [CH3:41][N:13]([CH3:12])[C@@H:14]1[CH2:18][CH2:17][N:16]([CH2:19][C:20]2[CH:25]=[CH:24][C:23]([NH:26][C:27]([C:28]3[CH:29]=[CH:30][C:31]([CH3:34])=[C:32]([C:2]#[C:1][C:3]4[N:7]([CH3:8])[C:6]([C:9]([NH2:11])=[O:10])=[N:5][CH:4]=4)[CH:33]=3)=[O:36])=[CH:22][C:21]=2[C:37]([F:40])([F:39])[F:38])[CH2:15]1. (6) Given the reactants [Br:1][C:2]1[S:6][C:5]([C:7]([OH:9])=O)=[CH:4][CH:3]=1.[NH2:10][C@H:11]1[CH2:15][N:14]([C:16]2[CH:21]=[CH:20][C:19]([S:22]([N:25]3[CH2:29][CH2:28][CH2:27][CH2:26]3)(=[O:24])=[O:23])=[C:18]([CH3:30])[CH:17]=2)[C:13](=[O:31])[CH2:12]1.CN(C(ON1N=NC2C=CC=CC1=2)=[N+](C)C)C.[B-](F)(F)(F)F.CN1CCOCC1, predict the reaction product. The product is: [CH3:30][C:18]1[CH:17]=[C:16]([N:14]2[C:13](=[O:31])[CH2:12][C@@H:11]([NH:10][C:7]([C:5]3[S:6][C:2]([Br:1])=[CH:3][CH:4]=3)=[O:9])[CH2:15]2)[CH:21]=[CH:20][C:19]=1[S:22]([N:25]1[CH2:29][CH2:28][CH2:27][CH2:26]1)(=[O:23])=[O:24].